Predict the product of the given reaction. From a dataset of Forward reaction prediction with 1.9M reactions from USPTO patents (1976-2016). (1) The product is: [CH:4]1([CH2:7][N:8]([CH2:20][C@@H:21]2[C@@H:28]3[C@@H:24]([O:25][C:26]([CH3:30])([CH3:29])[O:27]3)[C@H:23]([N:31]3[C:35]4[N:36]=[CH:37][N:38]=[C:39]([NH:40][CH2:41][C:42]5[CH:47]=[CH:46][C:45]([O:48][CH3:49])=[CH:44][C:43]=5[O:50][CH3:51])[C:34]=4[CH:33]=[CH:32]3)[CH2:22]2)[CH:9]2[CH2:12][CH:11]([CH2:13][CH2:14][C:15]([OH:17])=[O:16])[CH2:10]2)[CH2:5][CH2:6]1. Given the reactants O.[OH-].[Li+].[CH:4]1([CH2:7][N:8]([CH2:20][C@@H:21]2[C@@H:28]3[C@@H:24]([O:25][C:26]([CH3:30])([CH3:29])[O:27]3)[C@H:23]([N:31]3[C:35]4[N:36]=[CH:37][N:38]=[C:39]([NH:40][CH2:41][C:42]5[CH:47]=[CH:46][C:45]([O:48][CH3:49])=[CH:44][C:43]=5[O:50][CH3:51])[C:34]=4[CH:33]=[CH:32]3)[CH2:22]2)[CH:9]2[CH2:12][CH:11]([CH2:13][CH2:14][C:15]([O:17]CC)=[O:16])[CH2:10]2)[CH2:6][CH2:5]1.Cl, predict the reaction product. (2) Given the reactants [F:1][C:2]1[C:3]([I:12])=[C:4]2[NH:10][N:9]=[C:8](N)[C:5]2=[N:6][CH:7]=1.CN(C=O)C.N(OC(C)(C)C)=O.I, predict the reaction product. The product is: [F:1][C:2]1[C:3]([I:12])=[C:4]2[NH:10][N:9]=[CH:8][C:5]2=[N:6][CH:7]=1. (3) Given the reactants [C:1]([O:5][C:6]([N:8]([C:40]1[N:41]=[CH:42][S:43][CH:44]=1)[S:9]([C:12]1[C:37]([F:38])=[CH:36][C:15]([O:16][C:17]2[CH:22]=[CH:21][C:20]([Cl:23])=[CH:19][C:18]=2[CH2:24][CH2:25][CH2:26][N:27]([CH2:31][C:32]([O:34]C)=[O:33])[C:28](=[O:30])[CH3:29])=[C:14]([Cl:39])[CH:13]=1)(=[O:11])=[O:10])=[O:7])([CH3:4])([CH3:3])[CH3:2].O.[OH-].[Li+].Cl, predict the reaction product. The product is: [C:1]([O:5][C:6]([N:8]([C:40]1[N:41]=[CH:42][S:43][CH:44]=1)[S:9]([C:12]1[C:37]([F:38])=[CH:36][C:15]([O:16][C:17]2[CH:22]=[CH:21][C:20]([Cl:23])=[CH:19][C:18]=2[CH2:24][CH2:25][CH2:26][N:27]([CH2:31][C:32]([OH:34])=[O:33])[C:28](=[O:30])[CH3:29])=[C:14]([Cl:39])[CH:13]=1)(=[O:11])=[O:10])=[O:7])([CH3:2])([CH3:3])[CH3:4]. (4) Given the reactants C[O-].[Na+].CO.[CH3:6][O:7][CH:8]([C:13]([O:15]C)=O)[C:9](OC)=[O:10].C(O)(=O)C.[CH:21]([NH2:23])=[NH:22], predict the reaction product. The product is: [CH3:6][O:7][C:8]1[C:13]([OH:15])=[N:22][CH:21]=[N:23][C:9]=1[OH:10]. (5) Given the reactants C(N(CCC)[C:5]1[CH:10]=[CH:9][C:8]([NH:11][C:12](=[O:27])[C:13]2[CH:18]=[CH:17][C:16]([CH2:19][NH:20][CH2:21][C:22]3[NH:23][CH:24]=[CH:25][N:26]=3)=[CH:15][CH:14]=2)=[CH:7][CH:6]=1)CC.[CH3:31][N:32]1[CH:36]=[CH:35][N:34]=[C:33]1[CH:37]=O.[C:39]([BH3-])#[N:40].[Na+].[OH-].[Na+], predict the reaction product. The product is: [CH2:6]([N:40]([CH2:39][C:5]1[CH:10]=[CH:9][C:8]([NH:11][C:12](=[O:27])[C:13]2[CH:18]=[CH:17][C:16]([CH2:19][N:20]([CH2:21][C:22]3[NH:26][CH:25]=[CH:24][N:23]=3)[CH2:37][C:33]3[N:32]([CH3:31])[CH:36]=[CH:35][N:34]=3)=[CH:15][CH:14]=2)=[CH:7][CH:6]=1)[CH2:7][CH2:8][CH3:9])[CH2:5][CH3:10]. (6) The product is: [NH2:5][C:4]1[C:3]2[C:2](=[C:9]([Br:10])[CH:8]=[C:7]([N+:11]([O-:13])=[O:12])[CH:6]=2)[N:1]=[C:15]([OH:16])[N:14]=1. Given the reactants [NH2:1][C:2]1[C:9]([Br:10])=[CH:8][C:7]([N+:11]([O-:13])=[O:12])=[CH:6][C:3]=1[C:4]#[N:5].[NH2:14][C:15](N)=[O:16].C(=O)(O)[O-], predict the reaction product. (7) Given the reactants [Br:1][C:2]1[CH:3]=[CH:4][CH:5]=[C:6]2[C:10]=1[NH:9][CH:8]=[C:7]2[C:11]([OH:13])=O.[CH3:14][N:15]1[CH2:20][CH2:19][CH:18]([NH:21][CH3:22])[CH2:17][CH2:16]1, predict the reaction product. The product is: [CH3:22][N:21]([CH:18]1[CH2:19][CH2:20][N:15]([CH3:14])[CH2:16][CH2:17]1)[C:11]([C:7]1[C:6]2[C:10](=[C:2]([Br:1])[CH:3]=[CH:4][CH:5]=2)[NH:9][CH:8]=1)=[O:13]. (8) Given the reactants Cl[CH2:2][C:3]1[CH:8]=[CH:7][N:6]=[C:5]([C:9]([O:11][CH2:12][CH3:13])=[CH2:10])[N:4]=1.[CH3:14]N.O1[CH2:20][CH2:19][CH2:18]C1.[C:21](=[O:24])([O-])[O-:22].[K+].[K+].[I-].[Na+].[CH3:29][N:30](C)C=O, predict the reaction product. The product is: [CH2:12]([O:11][C:9]([C:5]1[N:4]=[C:3]([CH2:2][N:30]([CH3:29])[C:21](=[O:24])[O:22][C:19]([CH3:18])([CH3:20])[CH3:14])[CH:8]=[CH:7][N:6]=1)=[CH2:10])[CH3:13]. (9) Given the reactants [F:1][C:2]1[CH:3]=[C:4]([CH:18]=[CH:19][CH:20]=1)[CH2:5][N:6]1[C:14]2[C:9](=[CH:10][C:11]([N+:15]([O-])=O)=[CH:12][CH:13]=2)[CH:8]=[N:7]1, predict the reaction product. The product is: [F:1][C:2]1[CH:3]=[C:4]([CH:18]=[CH:19][CH:20]=1)[CH2:5][N:6]1[C:14]2[C:9](=[CH:10][C:11]([NH2:15])=[CH:12][CH:13]=2)[CH:8]=[N:7]1.